The task is: Predict which catalyst facilitates the given reaction.. This data is from Catalyst prediction with 721,799 reactions and 888 catalyst types from USPTO. (1) Product: [Cl:1][C:2]1[CH:3]=[C:4]([CH2:5][N:31]([CH2:14][C:13]2[NH:42][CH:9]=[CH:10][N:11]=2)[CH2:30][C:26]2[N:25]([CH3:24])[CH:29]=[CH:28][N:27]=2)[CH:7]=[CH:8][C:9]=1[CH2:10][N:11]([CH3:12])[CH2:13][CH2:14][CH2:15][CH2:16][N:17]([CH2:21][CH2:22][CH3:23])[CH2:18][CH2:19][CH3:20]. The catalyst class is: 24. Reactant: [Cl:1][C:2]1[CH:3]=[C:4]([CH:7]=[CH:8][C:9]=1[CH2:10][N:11]([CH2:13][CH2:14][CH2:15][CH2:16][N:17]([CH2:21][CH2:22][CH3:23])[CH2:18][CH2:19][CH3:20])[CH3:12])[CH:5]=O.[CH3:24][N:25]1[CH:29]=[CH:28][N:27]=[C:26]1[CH2:30][NH2:31].C(OC)(OC)OC.[BH4-].[Na+].[Cl-].[NH4+:42]. (2) Reactant: [F:1][C:2]1[N:6]([CH3:7])[N:5]=[C:4]([CH3:8])[C:3]=1[C:9](Cl)=[O:10].[Cl:12][C:13]1[CH:14]=[CH:15][CH:16]=[C:17]2[C:21]=1[CH:20]([NH:22][CH:23]1[CH2:25][CH2:24]1)[CH2:19][CH2:18]2.C(N(CC)CC)C.CCCCCCC.C(OCC)(=O)C. Product: [Cl:12][C:13]1[CH:14]=[CH:15][CH:16]=[C:17]2[C:21]=1[CH:20]([N:22]([CH:23]1[CH2:25][CH2:24]1)[C:9]([C:3]1[C:4]([CH3:8])=[N:5][N:6]([CH3:7])[C:2]=1[F:1])=[O:10])[CH2:19][CH2:18]2. The catalyst class is: 7.